From a dataset of Full USPTO retrosynthesis dataset with 1.9M reactions from patents (1976-2016). Predict the reactants needed to synthesize the given product. (1) Given the product [F:1][C:2]1[CH:3]=[CH:4][C:5]([C:8]2[CH:13]=[N:12][C:11]3[N:10]([C:16]([CH2:19][C:20]4[CH:21]=[CH:22][C:23]([O:26][CH3:27])=[CH:24][CH:25]=4)=[CH:17][N:14]=3)[CH:9]=2)=[CH:6][CH:7]=1, predict the reactants needed to synthesize it. The reactants are: [F:1][C:2]1[CH:7]=[CH:6][C:5]([C:8]2[CH:9]=[N:10][C:11]([NH2:14])=[N:12][CH:13]=2)=[CH:4][CH:3]=1.Cl[CH:16]([CH2:19][C:20]1[CH:25]=[CH:24][C:23]([O:26][CH3:27])=[CH:22][CH:21]=1)[CH:17]=O. (2) The reactants are: [OH:1][C:2]1[N:6]([C:7]2[CH:12]=[C:11]([C:13]#[N:14])[CH:10]=[CH:9][N:8]=2)[N:5]=[CH:4][CH:3]=1.[Cl:15][C:16]1[CH:21]=[C:20]([CH3:22])[CH:19]=[CH:18][C:17]=1[CH2:23]O. Given the product [Cl:15][C:16]1[CH:21]=[C:20]([CH3:22])[CH:19]=[CH:18][C:17]=1[CH2:23][O:1][C:2]1[N:6]([C:7]2[CH:12]=[C:11]([C:13]#[N:14])[CH:10]=[CH:9][N:8]=2)[N:5]=[CH:4][CH:3]=1, predict the reactants needed to synthesize it. (3) Given the product [C:2]([NH:5][C:6]1[CH:20]=[CH:19][C:9]([O:10][CH2:11][CH2:12][CH2:13][C:14]([O:16][CH2:17][CH3:18])=[O:15])=[CH:8][C:7]=1[NH:21][CH2:23][C:24]1[CH:29]=[CH:28][C:27]([O:30][CH2:31][CH3:32])=[CH:26][C:25]=1[Cl:33])(=[O:4])[CH3:3], predict the reactants needed to synthesize it. The reactants are: Cl.[C:2]([NH:5][C:6]1[CH:20]=[CH:19][C:9]([O:10][CH2:11][CH2:12][CH2:13][C:14]([O:16][CH2:17][CH3:18])=[O:15])=[CH:8][C:7]=1[NH2:21])(=[O:4])[CH3:3].Br[CH2:23][C:24]1[CH:29]=[CH:28][C:27]([O:30][CH2:31][CH3:32])=[CH:26][C:25]=1[Cl:33].